The task is: Predict which catalyst facilitates the given reaction.. This data is from Catalyst prediction with 721,799 reactions and 888 catalyst types from USPTO. (1) Product: [CH3:22][O:21][C:18]1[CH:19]=[CH:20][C:15]([N:12]2[C:11]3[CH:10]=[CH:9][CH:8]=[CH:7][C:6]=3[C:5]3[C:13]2=[CH:1][CH:2]=[CH:3][CH:4]=3)=[CH:16][CH:17]=1. The catalyst class is: 11. Reactant: [CH:1]1[C:13]2[NH:12][C:11]3[C:6](=[CH:7][CH:8]=[CH:9][CH:10]=3)[C:5]=2[CH:4]=[CH:3][CH:2]=1.Br[C:15]1[CH:20]=[CH:19][C:18]([O:21][CH3:22])=[CH:17][CH:16]=1.C([O-])([O-])=O.[K+].[K+]. (2) Reactant: [C:1]([C:3]1[CH:12]=[CH:11][CH:10]=[C:9]2[C:4]=1[CH:5]=[C:6]([C:14]1[CH:19]=[CH:18][C:17](OS(C(F)(F)F)(=O)=O)=[CH:16][CH:15]=1)[NH:7][C:8]2=[O:13])#[N:2].[CH3:28][C:29]1[O:33][C:32]([N:34]2[CH2:40][CH2:39][CH2:38][NH:37][CH2:36][CH2:35]2)=[N:31][N:30]=1.CC([O-])(C)C.[Na+]. Product: [CH3:28][C:29]1[O:33][C:32]([N:34]2[CH2:40][CH2:39][CH2:38][N:37]([C:17]3[CH:18]=[CH:19][C:14]([C:6]4[NH:7][C:8](=[O:13])[C:9]5[CH:10]=[CH:11][CH:12]=[C:3]([C:1]#[N:2])[C:4]=5[CH:5]=4)=[CH:15][CH:16]=3)[CH2:36][CH2:35]2)=[N:31][N:30]=1. The catalyst class is: 62. (3) Reactant: [F:1][C:2]1[C:7]([F:8])=[C:6]([F:9])[C:5]([F:10])=[C:4]([F:11])[C:3]=1[C:12](=[O:15])[CH2:13]Br.[S-:16][C:17]#[N:18].[NH4+].C(=O)(O)[O-].[Na+]. Product: [F:1][C:2]1[C:7]([F:8])=[C:6]([F:9])[C:5]([F:10])=[C:4]([F:11])[C:3]=1[C:12](=[O:15])[CH2:13][S:16][C:17]#[N:18]. The catalyst class is: 10.